From a dataset of Catalyst prediction with 721,799 reactions and 888 catalyst types from USPTO. Predict which catalyst facilitates the given reaction. (1) Reactant: [OH:1][C:2]1[N:7]=[CH:6][C:5]([N:8]2[C:12]([CH3:14])([CH3:13])[C:11](=[O:15])[N:10]([C:16]3[CH:23]=[CH:22][C:19]([C:20]#[N:21])=[C:18]([C:24]([F:27])([F:26])[F:25])[CH:17]=3)[C:9]2=[S:28])=[CH:4][CH:3]=1.S([O-])([O-])(=O)=O.[Na+].[Na+].FS([C:40]([F:45])([F:44])C(O)=O)(=O)=O.[Cl-].[Na+]. Product: [F:44][CH:40]([F:45])[O:1][C:2]1[N:7]=[CH:6][C:5]([N:8]2[C:12]([CH3:14])([CH3:13])[C:11](=[O:15])[N:10]([C:16]3[CH:23]=[CH:22][C:19]([C:20]#[N:21])=[C:18]([C:24]([F:25])([F:27])[F:26])[CH:17]=3)[C:9]2=[S:28])=[CH:4][CH:3]=1. The catalyst class is: 10. (2) Reactant: [NH2:1][C:2]1[N:7]=[C:6]([NH2:8])[C:5]([OH:9])=[C:4]([CH2:10][CH3:11])[N:3]=1.O.[OH-].[Li+].[CH3:15][C:16]1[CH:25]=[C:24]([O:26][CH2:27][CH2:28][CH2:29]Br)[C:23]2[C:18](=[CH:19][CH:20]=[CH:21][CH:22]=2)[N:17]=1. Product: [NH2:1][C:2]1[N:7]=[C:6]([NH2:8])[C:5]([O:9][CH2:29][CH2:28][CH2:27][O:26][C:24]2[C:23]3[C:18](=[CH:19][CH:20]=[CH:21][CH:22]=3)[N:17]=[C:16]([CH3:15])[CH:25]=2)=[C:4]([CH2:10][CH3:11])[N:3]=1. The catalyst class is: 3. (3) Reactant: [CH2:1]([O:3][C:4](=[O:18])[C:5]1[CH:10]=[CH:9][CH:8]=[C:7]([CH:11]2[CH2:16][CH2:15][CH2:14][C:13](=O)[CH2:12]2)[CH:6]=1)[CH3:2].[C:19]1([C@H:29]([NH2:31])[CH3:30])[C:28]2[C:23](=[CH:24][CH:25]=[CH:26][CH:27]=2)[CH:22]=[CH:21][CH:20]=1. Product: [CH2:1]([O:3][C:4](=[O:18])[C:5]1[CH:10]=[CH:9][CH:8]=[C:7]([CH:11]2[CH2:16][CH2:15][CH2:14][CH:13]([NH:31][C@@H:29]([C:19]3[C:28]4[C:23](=[CH:24][CH:25]=[CH:26][CH:27]=4)[CH:22]=[CH:21][CH:20]=3)[CH3:30])[CH2:12]2)[CH:6]=1)[CH3:2]. The catalyst class is: 243. (4) Reactant: Br[C:2]1[CH:3]=[C:4]([CH:7]=[CH:8][C:9]=1[O:10][C:11]1[CH:16]=[CH:15][C:14]([Cl:17])=[C:13]([CH2:18][CH3:19])[CH:12]=1)[CH:5]=[O:6].[O:20]1[CH2:25][CH2:24][CH2:23][CH2:22][CH:21]1[N:26]1[C:30](B2OC(C)(C)C(C)(C)O2)=[CH:29][CH:28]=[N:27]1.C(=O)([O-])[O-].[Cs+].[Cs+]. Product: [Cl:17][C:14]1[CH:15]=[CH:16][C:11]([O:10][C:9]2[CH:8]=[CH:7][C:4]([CH:5]=[O:6])=[CH:3][C:2]=2[C:30]2[N:26]([CH:21]3[CH2:22][CH2:23][CH2:24][CH2:25][O:20]3)[N:27]=[CH:28][CH:29]=2)=[CH:12][C:13]=1[CH2:18][CH3:19]. The catalyst class is: 38. (5) Reactant: [Cl:1][C:2]1[CH:7]=[C:6]([C:8]2[CH:12]=[CH:11][O:10][CH:9]=2)[CH:5]=[CH:4][C:3]=1[S:13]([NH:16][C:17]1[N:22]=[C:21]([N:23]2[CH2:28][C@H:27]([CH3:29])[N:26](C(OC(C)(C)C)=O)[C@H:25]([CH3:37])[CH2:24]2)[CH:20]=[CH:19][C:18]=1[O:38][CH3:39])(=[O:15])=[O:14]. Product: [ClH:1].[Cl:1][C:2]1[CH:7]=[C:6]([C:8]2[CH:12]=[CH:11][O:10][CH:9]=2)[CH:5]=[CH:4][C:3]=1[S:13]([NH:16][C:17]1[C:18]([O:38][CH3:39])=[CH:19][CH:20]=[C:21]([N:23]2[CH2:28][C@H:27]([CH3:29])[NH:26][C@H:25]([CH3:37])[CH2:24]2)[N:22]=1)(=[O:14])=[O:15]. The catalyst class is: 89. (6) Reactant: [CH3:1][C:2]1[CH:7]=[CH:6][N:5]=[CH:4][C:3]=1[N:8]1[CH2:12][CH2:11][NH:10][C:9]1=[O:13].Br[C:15]1[CH:20]=[CH:19][N:18]=[C:17]([C:21]([F:24])([F:23])[F:22])[CH:16]=1.N[C@@H]1CCCC[C@H]1N.P([O-])([O-])([O-])=O.[K+].[K+].[K+]. Product: [CH3:1][C:2]1[CH:7]=[CH:6][N:5]=[CH:4][C:3]=1[N:8]1[CH2:12][CH2:11][N:10]([C:15]2[CH:20]=[CH:19][N:18]=[C:17]([C:21]([F:24])([F:23])[F:22])[CH:16]=2)[C:9]1=[O:13]. The catalyst class is: 246. (7) Reactant: [N:1]1[N:2]([C:6]2[CH:7]=[C:8]3[C:12](=[CH:13][CH:14]=2)[C@H:11]([N:15]2[CH2:18][C:17]4([CH2:23][CH2:22][N:21](C(OCC5C=CC=CC=5)=O)[CH2:20][CH2:19]4)[CH2:16]2)[CH2:10][CH2:9]3)[N:3]=[CH:4][CH:5]=1. Product: [N:1]1[N:2]([C:6]2[CH:7]=[C:8]3[C:12](=[CH:13][CH:14]=2)[C@H:11]([N:15]2[CH2:16][C:17]4([CH2:23][CH2:22][NH:21][CH2:20][CH2:19]4)[CH2:18]2)[CH2:10][CH2:9]3)[N:3]=[CH:4][CH:5]=1. The catalyst class is: 19. (8) Reactant: [CH2:1]([C:3]1[CH:9]=[CH:8][C:7]([N+:10]([O-:12])=[O:11])=[CH:6][C:4]=1[NH2:5])[CH3:2].[N:13]([O-])=O.[Na+]. Product: [CH3:2][C:1]1[C:3]2[C:4](=[CH:6][C:7]([N+:10]([O-:12])=[O:11])=[CH:8][CH:9]=2)[NH:5][N:13]=1. The catalyst class is: 86.